From a dataset of HIV replication inhibition screening data with 41,000+ compounds from the AIDS Antiviral Screen. Binary Classification. Given a drug SMILES string, predict its activity (active/inactive) in a high-throughput screening assay against a specified biological target. (1) The drug is COc1ccc(N2C(=O)C3c4[nH]c5ccccc5c4C4CCCCCCC4C3C2=O)cc1. The result is 0 (inactive). (2) The result is 0 (inactive). The compound is COc1cccc2c1[OH+][Zn-2]1(O)[O+]=C(c3ccncc3)[N-][N+]1=C2. (3) The compound is Cc1ccc(S(=O)(=O)NN=c2c(C)c(C3=Nc4cc(Cl)c(S(N)(=O)=O)cc4S(=O)(O)=N3)oc3c(Cl)cc(Cl)cc23)cc1. The result is 0 (inactive).